Dataset: Forward reaction prediction with 1.9M reactions from USPTO patents (1976-2016). Task: Predict the product of the given reaction. (1) Given the reactants [F:1][C:2]([F:35])([F:34])[C:3]1[CH:4]=[C:5]([CH:27]=[C:28]([C:30]([F:33])([F:32])[F:31])[CH:29]=1)[C:6]([N:8]1[CH2:13][CH2:12][CH:11]([N:14]2[CH2:19][CH2:18][NH:17][CH2:16][CH2:15]2)[CH2:10][CH:9]1[CH2:20][C:21]1[CH:26]=[CH:25][CH:24]=[CH:23][CH:22]=1)=[O:7].[Cl:36][C:37]1[CH:38]=[C:39]([CH:44]([CH2:56][CH2:57]OS(C)(=O)=O)[CH2:45][N:46]([CH3:55])[C:47](=[O:54])[C:48]2[CH:53]=[CH:52][CH:51]=[CH:50][CH:49]=2)[CH:40]=[CH:41][C:42]=1[Cl:43].[C:63]([O-:66])([OH:65])=O.[Na+], predict the reaction product. The product is: [C:6]([OH:54])(=[O:7])/[CH:5]=[CH:27]/[C:63]([OH:66])=[O:65].[F:35][C:2]([F:34])([F:1])[C:3]1[CH:4]=[C:5]([CH:27]=[C:28]([C:30]([F:33])([F:31])[F:32])[CH:29]=1)[C:6]([N:8]1[CH2:13][CH2:12][C@H:11]([N:14]2[CH2:15][CH2:16][N:17]([CH2:57][CH2:56][CH:44]([C:39]3[CH:40]=[CH:41][C:42]([Cl:43])=[C:37]([Cl:36])[CH:38]=3)[CH2:45][N:46]([CH3:55])[C:47](=[O:54])[C:48]3[CH:49]=[CH:50][CH:51]=[CH:52][CH:53]=3)[CH2:18][CH2:19]2)[CH2:10][C@@H:9]1[CH2:20][C:21]1[CH:26]=[CH:25][CH:24]=[CH:23][CH:22]=1)=[O:7]. (2) Given the reactants [Cl:1][C:2]1[CH:27]=[CH:26][C:5]([CH2:6][CH:7]2[C:16]3[C:11](=[CH:12][CH:13]=[C:14]([OH:17])[CH:15]=3)[CH2:10][CH2:9][CH:8]2[NH:18][C:19](=[O:25])[O:20][C:21]([CH3:24])([CH3:23])[CH3:22])=[CH:4][CH:3]=1.[F:28][C:29]([F:48])([F:47])[S:30](N(C1C=CC=CC=1)[S:30]([C:29]([F:48])([F:47])[F:28])(=[O:32])=[O:31])(=[O:32])=[O:31].C(N(CC)CC)C, predict the reaction product. The product is: [F:28][C:29]([F:48])([F:47])[S:30]([O:17][C:14]1[CH:13]=[CH:12][C:11]2[CH2:10][CH2:9][CH:8]([NH:18][C:19]([O:20][C:21]([CH3:22])([CH3:23])[CH3:24])=[O:25])[CH:7]([CH2:6][C:5]3[CH:26]=[CH:27][C:2]([Cl:1])=[CH:3][CH:4]=3)[C:16]=2[CH:15]=1)(=[O:32])=[O:31]. (3) Given the reactants C([Li])CCC.[Br:6][C:7]1[CH:8]=[C:9]([C:12]#[N:13])[S:10][CH:11]=1.C(=O)=O.CC(C)=O.[Cl:21][CH2:22][C:23](N(OC)C)=[O:24].Cl, predict the reaction product. The product is: [Br:6][C:7]1[CH:8]=[C:9]([C:12]#[N:13])[S:10][C:11]=1[C:23](=[O:24])[CH2:22][Cl:21].